This data is from Reaction yield outcomes from USPTO patents with 853,638 reactions. The task is: Predict the reaction yield, written as a fraction of the theoretical maximum amount of product (1.0 means a 100% yield; for example, 0.34 means a 34% yield). (1) The reactants are [C:1]12([CH2:11][C:12](O)=[O:13])[CH2:10][CH:5]3[CH2:6][CH:7]([CH2:9][CH:3]([CH2:4]3)[CH2:2]1)[CH2:8]2.CCN=C=NCCCN(C)C.Cl.C(N(CC)CC)C.[S:34]1[CH:38]=[CH:37][CH:36]=[C:35]1[CH2:39][NH2:40]. The catalyst is C(Cl)Cl.CN(C1C=CN=CC=1)C. The product is [C:1]12([CH2:11][C:12]([NH:40][CH2:39][C:35]3[S:34][CH:38]=[CH:37][CH:36]=3)=[O:13])[CH2:10][CH:5]3[CH2:6][CH:7]([CH2:9][CH:3]([CH2:4]3)[CH2:2]1)[CH2:8]2. The yield is 0.620. (2) The reactants are Br[CH2:2][C:3]1[CH:12]=[CH:11][C:6]([C:7]([O:9][CH3:10])=[O:8])=[CH:5][C:4]=1[O:13][CH3:14].C([O-])(O)=[O:16].[Na+].Cl. The catalyst is O.[N+](CCCC)(CCCC)(CCCC)CCCC.[Br-]. The product is [OH:16][CH2:2][C:3]1[CH:12]=[CH:11][C:6]([C:7]([O:9][CH3:10])=[O:8])=[CH:5][C:4]=1[O:13][CH3:14]. The yield is 0.523.